From a dataset of NCI-60 drug combinations with 297,098 pairs across 59 cell lines. Regression. Given two drug SMILES strings and cell line genomic features, predict the synergy score measuring deviation from expected non-interaction effect. Drug 1: CN1C(=O)N2C=NC(=C2N=N1)C(=O)N. Drug 2: CC1C(C(CC(O1)OC2CC(CC3=C2C(=C4C(=C3O)C(=O)C5=C(C4=O)C(=CC=C5)OC)O)(C(=O)CO)O)N)O.Cl. Cell line: SF-539. Synergy scores: CSS=44.5, Synergy_ZIP=-6.81, Synergy_Bliss=-3.60, Synergy_Loewe=-9.39, Synergy_HSA=-0.886.